This data is from Catalyst prediction with 721,799 reactions and 888 catalyst types from USPTO. The task is: Predict which catalyst facilitates the given reaction. (1) Product: [Br:1][C:2]1[C:3]([CH3:12])=[C:4]2[C:8](=[CH:9][CH:10]=1)[CH:7]([OH:11])[O:6][CH2:5]2. Reactant: [Br:1][C:2]1[C:3]([CH3:12])=[C:4]2[C:8](=[CH:9][CH:10]=1)[C:7](=[O:11])[O:6][CH2:5]2.CC(C[AlH]CC(C)C)C. The catalyst class is: 11. (2) Reactant: N#N.[OH:3][C@H:4]1[CH2:9][CH2:8][C@H:7]([NH:10][C:11](=[O:17])[O:12][C:13]([CH3:16])([CH3:15])[CH3:14])[CH2:6][CH2:5]1.[CH3:18]N(C)C1C2C(=CC=CC=2N(C)C)C=CC=1.F[B-](F)(F)F.C[O+](C)C. Product: [CH3:18][O:3][C@H:4]1[CH2:9][CH2:8][C@H:7]([NH:10][C:11](=[O:17])[O:12][C:13]([CH3:14])([CH3:16])[CH3:15])[CH2:6][CH2:5]1. The catalyst class is: 2.